This data is from Catalyst prediction with 721,799 reactions and 888 catalyst types from USPTO. The task is: Predict which catalyst facilitates the given reaction. (1) Reactant: [H-].[H-].[H-].[H-].[Li+].[Al+3].F[C:8]1[CH:13]=[CH:12][CH:11]=[CH:10][C:9]=1[C:14]1([C:20]#[N:21])[CH2:19][CH2:18][O:17][CH2:16][CH2:15]1.[C@H](O)(C([O-])=O)[C@@H](O)C([O-])=O.[Na+].[K+]. Product: [O:17]1[CH2:18][CH2:19][C:14]2([C:9]3[C:10](=[CH:11][CH:12]=[CH:13][CH:8]=3)[NH:21][CH2:20]2)[CH2:15][CH2:16]1. The catalyst class is: 216. (2) Reactant: [NH2:1][CH2:2][CH2:3][C:4]1[CH:11]=[CH:10][C:8]([OH:9])=[C:6]([OH:7])[CH:5]=1.[SH:12]CCCCCCCCCCC(O)=O.[CH3:26][C:27]#N.[OH2:29].[C:30](#N)[CH3:31]. Product: [SH:12][CH:4]([CH2:3][CH2:2][CH2:30][CH2:31][CH2:27][CH3:26])[CH2:11][CH2:10][CH2:8][C:6]([OH:7])=[O:29].[NH2:1][CH2:2][CH2:3][C:4]1[CH:11]=[CH:10][C:8]([OH:9])=[C:6]([OH:7])[CH:5]=1. The catalyst class is: 33. (3) Reactant: [CH2:1]([N:3]([CH2:22][CH3:23])[CH2:4][CH2:5][N:6]1[C:10]2[CH:11]=[C:12]([C:19]#[N:20])[CH:13]=[C:14]([C:15]([F:18])([F:17])[F:16])[C:9]=2[NH:8][C:7]1=[O:21])[CH3:2].[F:24][C:25]1[CH:32]=[CH:31][CH:30]=[CH:29][C:26]=1[CH2:27]Cl.[C:33](=[O:36])([O-])[O-:34].[K+].[K+]. Product: [F:16][C:15]([F:18])([F:17])[C:33]([OH:34])=[O:36].[CH2:22]([N:3]([CH2:1][CH3:2])[CH2:4][CH2:5][N:6]1[C:10]2[CH:11]=[C:12]([C:19]([NH2:20])=[O:34])[CH:13]=[C:14]([C:15]([F:16])([F:17])[F:18])[C:9]=2[N:8]([CH2:27][C:26]2[CH:29]=[CH:30][CH:31]=[CH:32][C:25]=2[F:24])[C:7]1=[O:21])[CH3:23]. The catalyst class is: 9. (4) Reactant: [NH2:1][C:2]1[C:9]([CH3:10])=[C:8]([OH:11])[CH:7]=[CH:6][C:3]=1[C:4]#[N:5].[C:12]([O-])([O-])=O.[K+].[K+].CI. Product: [NH2:1][C:2]1[C:9]([CH3:10])=[C:8]([O:11][CH3:12])[CH:7]=[CH:6][C:3]=1[C:4]#[N:5]. The catalyst class is: 18. (5) The catalyst class is: 7. Product: [O:7]([CH2:14][C@@H:15]([OH:48])[CH2:16][N:17]([CH:25]([CH3:47])[CH2:26][C:27]([C:29]1[CH:34]=[CH:33][C:32]([NH:35][CH3:36])=[CH:31][CH:30]=1)([C:38]1[CH:39]=[CH:40][C:41]([NH:44][CH3:45])=[CH:42][CH:43]=1)[OH:28])[CH2:18][C:19]1[CH:24]=[CH:23][CH:22]=[CH:21][CH:20]=1)[C:8]1[CH:9]=[CH:10][CH:11]=[CH:12][CH:13]=1. Reactant: [H-].[Al+3].[Li+].[H-].[H-].[H-].[O:7]([CH2:14][C@@H:15]([OH:48])[CH2:16][N:17]([CH:25]([CH3:47])[CH2:26][C:27]([C:38]1[CH:43]=[CH:42][C:41]([NH:44][CH:45]=O)=[CH:40][CH:39]=1)([C:29]1[CH:34]=[CH:33][C:32]([NH:35][CH:36]=O)=[CH:31][CH:30]=1)[OH:28])[CH2:18][C:19]1[CH:24]=[CH:23][CH:22]=[CH:21][CH:20]=1)[C:8]1[CH:13]=[CH:12][CH:11]=[CH:10][CH:9]=1.